Dataset: Full USPTO retrosynthesis dataset with 1.9M reactions from patents (1976-2016). Task: Predict the reactants needed to synthesize the given product. (1) Given the product [CH:1]1([C:4]2[C:5]([O:14][CH2:15][CH:16]3[CH2:18][CH2:17]3)=[CH:6][C:7]([C:10]3[N:11]=[C:28]([CH2:27][OH:26])[O:13][N:12]=3)=[N:8][CH:9]=2)[CH2:3][CH2:2]1, predict the reactants needed to synthesize it. The reactants are: [CH:1]1([C:4]2[C:5]([O:14][CH2:15][CH:16]3[CH2:18][CH2:17]3)=[CH:6][C:7]([C:10](=[N:12][OH:13])[NH2:11])=[N:8][CH:9]=2)[CH2:3][CH2:2]1.C(=O)([O-])[O-].[K+].[K+].C[O:26][CH2:27][C:28](Cl)=O.[OH-].[Na+]. (2) Given the product [Cl:26][C:24]1[CH:23]=[C:22]([C:27]2[N:31]([C:2]3[N:11]=[CH:10][C:9]4[N:8]([CH3:12])[C:7](=[O:13])[C@@H:6]([CH2:14][CH3:15])[N:5]([CH:16]([CH3:18])[CH3:17])[C:4]=4[N:3]=3)[CH:30]=[CH:29][N:28]=2)[CH:21]=[C:20]([Cl:19])[CH:25]=1, predict the reactants needed to synthesize it. The reactants are: Cl[C:2]1[N:11]=[CH:10][C:9]2[N:8]([CH3:12])[C:7](=[O:13])[C@@H:6]([CH2:14][CH3:15])[N:5]([CH:16]([CH3:18])[CH3:17])[C:4]=2[N:3]=1.[Cl:19][C:20]1[CH:21]=[C:22]([C:27]2[NH:28][CH:29]=[CH:30][N:31]=2)[CH:23]=[C:24]([Cl:26])[CH:25]=1.C1C=CC(P(C2C(C3C(P(C4C=CC=CC=4)C4C=CC=CC=4)=CC=C4C=3C=CC=C4)=C3C(C=CC=C3)=CC=2)C2C=CC=CC=2)=CC=1.C([O-])([O-])=O.[Cs+].[Cs+]. (3) Given the product [Cl:6][CH2:7][CH2:8][CH2:9][CH2:10][C:11]1([CH2:21][CH3:22])[C:19]2[C:14](=[CH:15][CH:16]=[C:17]([S:2]([Cl:1])(=[O:5])=[O:3])[CH:18]=2)[NH:13][C:12]1=[O:20], predict the reactants needed to synthesize it. The reactants are: [Cl:1][S:2]([OH:5])(=O)=[O:3].[Cl:6][CH2:7][CH2:8][CH2:9][CH2:10][C:11]1([CH2:21][CH3:22])[C:19]2[C:14](=[CH:15][CH:16]=[CH:17][CH:18]=2)[NH:13][C:12]1=[O:20].CCCCCC. (4) Given the product [C:10]([C:14]1[N:19]=[C:18]([Cl:3])[CH:17]=[C:16]([C:21]([F:24])([F:23])[F:22])[N:15]=1)([CH3:13])([CH3:12])[CH3:11], predict the reactants needed to synthesize it. The reactants are: S(Cl)([Cl:3])=O.CN(C=O)C.[C:10]([C:14]1[N:19]=[C:18](O)[CH:17]=[C:16]([C:21]([F:24])([F:23])[F:22])[N:15]=1)([CH3:13])([CH3:12])[CH3:11]. (5) Given the product [Cl:1][C:2]1[C:3]2[N:4]([C:10]([CH:12]3[CH2:22][N:16]4[C:17](=[O:21])[O:18][CH2:19][CH2:20][CH:15]4[CH2:14][CH2:13]3)=[N:9][CH:8]=2)[CH:5]=[CH:6][N:7]=1, predict the reactants needed to synthesize it. The reactants are: [Cl:1][C:2]1[C:3]([CH2:8][NH:9][C:10]([CH:12]2[CH2:22][N:16]3[C:17](=[O:21])[O:18][CH2:19][CH2:20][CH:15]3[CH2:14][CH2:13]2)=O)=[N:4][CH:5]=[CH:6][N:7]=1.P(Cl)(Cl)(Cl)(Cl)Cl.C(Cl)Cl.O.